This data is from Catalyst prediction with 721,799 reactions and 888 catalyst types from USPTO. The task is: Predict which catalyst facilitates the given reaction. Reactant: [CH3:1][O:2][C:3]1[CH:4]=[C:5]([CH:9]=[C:10]([O:14][CH3:15])[C:11]=1[O:12][CH3:13])[C:6](Cl)=[O:7].[CH3:16][O:17][C:18]1[C:23]([O:24][CH3:25])=[C:22]([O:26]C)[CH:21]=[CH:20][C:19]=1C(C1C=C(OC)C(OC)=C(OC)C=1)=CC#N.COC1C=CC=C(OC)C=1OC.[Cl-].[Al+3].[Cl-].[Cl-].COC1C=CC(OC)=CC=1C(C1C=C(OC)C=C(OC)C=1)=O. Product: [OH:26][C:22]1[C:23]([O:24][CH3:25])=[C:18]([O:17][CH3:16])[CH:19]=[CH:20][C:21]=1[C:6]([C:5]1[CH:4]=[C:3]([O:2][CH3:1])[C:11]([O:12][CH3:13])=[C:10]([O:14][CH3:15])[CH:9]=1)=[O:7]. The catalyst class is: 2.